This data is from Forward reaction prediction with 1.9M reactions from USPTO patents (1976-2016). The task is: Predict the product of the given reaction. (1) Given the reactants C(OC([N:8]1[CH2:18][CH2:17][C:11]2[N:12]=[C:13]([CH3:16])[N:14]=[CH:15][C:10]=2[CH2:9]1)=O)(C)(C)C.[F:19][C:20]([F:25])([F:24])[C:21]([OH:23])=[O:22], predict the reaction product. The product is: [F:19][C:20]([F:25])([F:24])[C:21]([OH:23])=[O:22].[CH3:16][C:13]1[N:14]=[CH:15][C:10]2[CH2:9][NH:8][CH2:18][CH2:17][C:11]=2[N:12]=1. (2) Given the reactants S([O-])(=O)(=O)C.C([BH-]([CH2:11][CH3:12])CC)C.[Li+].[CH3:14][CH2:15][CH2:16][CH2:17][CH2:18][CH3:19].C(O[CH2:23][CH3:24])C, predict the reaction product. The product is: [CH3:14][CH:15]([C:16]1[CH:18]=[CH:17][C:19]2[C@:11]3([CH3:12])[C@@H:19]([CH2:11][CH2:12][C:18]=2[CH:17]=1)[C:23]([CH3:24])([CH3:24])[CH2:16][CH2:15][CH2:14]3)[CH3:23]. (3) Given the reactants [CH2:1]([O:3][C:4]([C:6]1[CH:7]=[N:8][C:9]2[C:14]([C:15]=1Cl)=[CH:13][CH:12]=[CH:11][C:10]=2[O:17][CH3:18])=[O:5])[CH3:2].[CH2:19]([NH2:25])[C:20]1[O:24][CH:23]=[CH:22][CH:21]=1, predict the reaction product. The product is: [CH2:1]([O:3][C:4]([C:6]1[CH:7]=[N:8][C:9]2[C:14]([C:15]=1[NH:25][CH2:19][CH:20]1[CH2:21][CH2:22][CH2:23][O:24]1)=[CH:13][CH:12]=[CH:11][C:10]=2[O:17][CH3:18])=[O:5])[CH3:2]. (4) Given the reactants [CH3:1][CH:2]([CH3:35])[C@@H:3]([NH:7][S:8]([C:11]1[CH:34]=[CH:33][C:14]2[O:15][C:16]3[CH:21]=[C:20]([C:22]4[S:23][C:24]([C:27]5[CH:32]=[CH:31][CH:30]=[CH:29][CH:28]=5)=[CH:25][CH:26]=4)[CH:19]=[CH:18][C:17]=3[C:13]=2[CH:12]=1)(=[O:10])=[O:9])[C:4]([O-:6])=[O:5].[Li+].[OH-].O, predict the reaction product. The product is: [CH3:1][CH:2]([CH3:35])[C@@H:3]([NH:7][S:8]([C:11]1[CH:34]=[CH:33][C:14]2[O:15][C:16]3[CH:21]=[C:20]([C:22]4[S:23][C:24]([C:27]5[CH:28]=[CH:29][CH:30]=[CH:31][CH:32]=5)=[CH:25][CH:26]=4)[CH:19]=[CH:18][C:17]=3[C:13]=2[CH:12]=1)(=[O:9])=[O:10])[C:4]([OH:6])=[O:5]. (5) Given the reactants [Si:1]([O:8][C:9]1[CH:10]=[C:11]([CH:14]=[CH:15][C:16]=1[O:17][CH3:18])[CH2:12]O)([C:4]([CH3:7])([CH3:6])[CH3:5])([CH3:3])[CH3:2].S(Cl)([Cl:21])=O.C(Cl)(Cl)Cl, predict the reaction product. The product is: [Si:1]([O:8][C:9]1[CH:10]=[C:11]([CH:14]=[CH:15][C:16]=1[O:17][CH3:18])[CH2:12][Cl:21])([C:4]([CH3:7])([CH3:6])[CH3:5])([CH3:3])[CH3:2]. (6) Given the reactants CC(OI1(OC(C)=O)(OC(C)=O)OC(=O)C2C=CC=CC1=2)=O.[Cl:23][C:24]1[CH:29]=[C:28]([Cl:30])[CH:27]=[CH:26][C:25]=1[CH2:31][O:32][C@@H:33]1[C@@H:39]([CH2:40][O:41][CH2:42][C:43]2[CH:48]=[CH:47][C:46]([Cl:49])=[CH:45][C:44]=2[Cl:50])[O:38][C@H:35]([O:36][CH3:37])[C@@H:34]1[OH:51], predict the reaction product. The product is: [Cl:23][C:24]1[CH:29]=[C:28]([Cl:30])[CH:27]=[CH:26][C:25]=1[CH2:31][O:32][C@@H:33]1[C@@H:39]([CH2:40][O:41][CH2:42][C:43]2[CH:48]=[CH:47][C:46]([Cl:49])=[CH:45][C:44]=2[Cl:50])[O:38][C@H:35]([O:36][CH3:37])[C:34]1=[O:51]. (7) Given the reactants [CH:1]1([N:4]([CH2:18][C:19]2[O:23][CH:22]=[C:21]([C:24]([OH:26])=O)[CH:20]=2)[S:5]([C:8]2[C:13]([CH3:14])=[CH:12][C:11]([O:15][CH3:16])=[CH:10][C:9]=2[CH3:17])(=[O:7])=[O:6])[CH2:3][CH2:2]1.CCN=C=NCCCN(C)C.C1C=CC2N(O)N=NC=2C=1.CCN(C(C)C)C(C)C.Cl.Cl.Cl.[CH3:60][N:61]([CH3:77])[CH:62]1[CH2:66][CH2:65][N:64]([CH2:67][C:68]2[CH:73]=[CH:72][C:71]([CH2:74][NH:75][CH3:76])=[CH:70][CH:69]=2)[CH2:63]1, predict the reaction product. The product is: [CH:1]1([N:4]([CH2:18][C:19]2[O:23][CH:22]=[C:21]([C:24]([N:75]([CH2:74][C:71]3[CH:70]=[CH:69][C:68]([CH2:67][N:64]4[CH2:65][CH2:66][CH:62]([N:61]([CH3:60])[CH3:77])[CH2:63]4)=[CH:73][CH:72]=3)[CH3:76])=[O:26])[CH:20]=2)[S:5]([C:8]2[C:13]([CH3:14])=[CH:12][C:11]([O:15][CH3:16])=[CH:10][C:9]=2[CH3:17])(=[O:7])=[O:6])[CH2:2][CH2:3]1. (8) Given the reactants C(C1[O:6][C:7]2[C:13]([S:14]([N:17]3[CH2:22][CH2:21][N:20]([CH3:23])[CH2:19][CH2:18]3)(=[O:16])=[O:15])=[C:12]([Cl:24])[CH:11]=[CH:10][C:8]=2[N:9]=1)(C)(C)C.O.OS(O)(=O)=O.[OH-].[Na+], predict the reaction product. The product is: [NH2:9][C:8]1[C:7]([OH:6])=[C:13]([S:14]([N:17]2[CH2:22][CH2:21][N:20]([CH3:23])[CH2:19][CH2:18]2)(=[O:16])=[O:15])[C:12]([Cl:24])=[CH:11][CH:10]=1.